This data is from Full USPTO retrosynthesis dataset with 1.9M reactions from patents (1976-2016). The task is: Predict the reactants needed to synthesize the given product. Given the product [C:25]([C:23]1[S:24][C:20]([O:12][C:8]2[CH:9]=[C:10]([CH3:11])[C:5]3[CH:4]([CH2:13][S:14]([OH:17])(=[O:15])=[O:16])[O:3][B:2]([OH:1])[C:6]=3[CH:7]=2)=[N:21][N:22]=1)(=[O:26])[NH2:27], predict the reactants needed to synthesize it. The reactants are: [OH:1][B:2]1[C:6]2[CH:7]=[C:8]([OH:12])[CH:9]=[C:10]([CH3:11])[C:5]=2[CH:4]([CH2:13][S:14]([O:17]C)(=[O:16])=[O:15])[O:3]1.Cl[C:20]1[S:24][C:23]([C:25]([NH2:27])=[O:26])=[N:22][N:21]=1.C(=O)([O-])[O-].[Cs+].[Cs+].